Dataset: Forward reaction prediction with 1.9M reactions from USPTO patents (1976-2016). Task: Predict the product of the given reaction. (1) Given the reactants [CH2:1]([O:3][C:4](=[O:15])[C@H:5]([OH:14])[CH2:6][CH2:7][C:8]1[CH:13]=[CH:12][CH:11]=[CH:10][CH:9]=1)[CH3:2].[H-].[Na+].[CH3:18]I, predict the reaction product. The product is: [CH2:1]([O:3][C:4](=[O:15])[C@H:5]([O:14][CH3:18])[CH2:6][CH2:7][C:8]1[CH:13]=[CH:12][CH:11]=[CH:10][CH:9]=1)[CH3:2]. (2) Given the reactants C[O:2][C:3]([C:5]1[C:13]2[C:8](=[C:9]([F:19])[CH:10]=[CH:11][C:12]=2[O:14][C:15]([F:18])([F:17])[F:16])[N:7]([CH2:20][CH2:21][O:22][C:23]([F:26])([F:25])[F:24])[CH:6]=1)=[O:4], predict the reaction product. The product is: [F:19][C:9]1[CH:10]=[CH:11][C:12]([O:14][C:15]([F:18])([F:16])[F:17])=[C:13]2[C:8]=1[N:7]([CH2:20][CH2:21][O:22][C:23]([F:26])([F:25])[F:24])[CH:6]=[C:5]2[C:3]([OH:4])=[O:2]. (3) Given the reactants [CH2:1]([C:3]1([CH2:19][NH:20][C:21]2[CH:22]=[C:23]([CH:26]=[CH:27][C:28]=2[N+:29]([O-])=O)[C:24]#[N:25])[CH2:18][CH2:17][CH2:16][C:5]2([O:9][C:8](=[O:10])[N:7]([CH2:11][C:12]([CH3:15])([CH3:14])[CH3:13])[CH2:6]2)[CH2:4]1)[CH3:2].[CH:32](OC)(OC)OC.C(O)=O.C(O)(C(F)(F)F)=O, predict the reaction product. The product is: [CH2:1]([C:3]1([CH2:19][N:20]2[C:21]3[CH:22]=[C:23]([C:24]#[N:25])[CH:26]=[CH:27][C:28]=3[N:29]=[CH:32]2)[CH2:18][CH2:17][CH2:16][C:5]2([O:9][C:8](=[O:10])[N:7]([CH2:11][C:12]([CH3:15])([CH3:14])[CH3:13])[CH2:6]2)[CH2:4]1)[CH3:2]. (4) Given the reactants [CH:1]([C:3]1[C:4](=[O:15])[O:5][C:6]2[C:11]([C:12]=1Cl)=[CH:10][C:9]([CH3:14])=[CH:8][CH:7]=2)=O.[NH2:16][NH2:17].[C:18]([OH:21])(=[O:20])[CH3:19].[CH2:22](O)[CH3:23], predict the reaction product. The product is: [CH2:22]([O:20][C:18](=[O:21])[CH2:19][N:16]1[C:12]2[C:11]3[CH:10]=[C:9]([CH3:14])[CH:8]=[CH:7][C:6]=3[O:5][C:4](=[O:15])[C:3]=2[CH:1]=[N:17]1)[CH3:23]. (5) Given the reactants C([Li])CCC.[Br:6][C:7]1[CH:12]=[CH:11][CH:10]=[C:9]([Br:13])[C:8]=1I.[Br:15][C:16]1[CH:21]=[CH:20][CH:19]=[CH:18][C:17]=1Br, predict the reaction product. The product is: [Br:6][C:7]1[CH:12]=[CH:11][CH:10]=[C:9]([Br:13])[C:8]=1[C:17]1[CH:18]=[CH:19][CH:20]=[CH:21][C:16]=1[Br:15]. (6) Given the reactants [N+:1]([C:4]1[CH:5]=[C:6]([OH:10])[CH:7]=[CH:8][CH:9]=1)([O-:3])=[O:2].Br[C:12]1[CH:13]=[CH:14][C:15]([N+:18]([O-:20])=[O:19])=[N:16][CH:17]=1.C(=O)([O-])[O-].[Cs+].[Cs+].CN(C)C=O, predict the reaction product. The product is: [N+:18]([C:15]1[CH:14]=[CH:13][C:12]([O:10][C:6]2[CH:7]=[CH:8][CH:9]=[C:4]([N+:1]([O-:3])=[O:2])[CH:5]=2)=[CH:17][N:16]=1)([O-:20])=[O:19]. (7) Given the reactants [C:1]1([C:7]2[O:8][C:9]([C:15]([F:18])([F:17])[F:16])=[C:10]([C:12]([OH:14])=O)[N:11]=2)[CH:6]=[CH:5][CH:4]=[CH:3][CH:2]=1.[CH2:19]([N:21]([CH2:29][CH3:30])[C:22]1[CH:27]=[CH:26][C:25]([NH2:28])=[CH:24][N:23]=1)[CH3:20], predict the reaction product. The product is: [CH2:29]([N:21]([CH2:19][CH3:20])[C:22]1[N:23]=[CH:24][C:25]([NH:28][C:12]([C:10]2[N:11]=[C:7]([C:1]3[CH:2]=[CH:3][CH:4]=[CH:5][CH:6]=3)[O:8][C:9]=2[C:15]([F:18])([F:17])[F:16])=[O:14])=[CH:26][CH:27]=1)[CH3:30].